Dataset: Full USPTO retrosynthesis dataset with 1.9M reactions from patents (1976-2016). Task: Predict the reactants needed to synthesize the given product. (1) Given the product [Cl:1][C:2]1[CH:7]=[CH:6][CH:5]=[CH:4][C:3]=1[N:8]1[C:12]([C:13]2[CH:14]=[CH:15][C:16]([O:19][C:32]3[CH:31]=[CH:30][CH:29]=[C:28]([S:25]([CH3:24])(=[O:27])=[O:26])[CH:33]=3)=[CH:17][CH:18]=2)=[CH:11][C:10]([C:20]([F:23])([F:21])[F:22])=[N:9]1, predict the reactants needed to synthesize it. The reactants are: [Cl:1][C:2]1[CH:7]=[CH:6][CH:5]=[CH:4][C:3]=1[N:8]1[C:12]([C:13]2[CH:18]=[CH:17][C:16]([OH:19])=[CH:15][CH:14]=2)=[CH:11][C:10]([C:20]([F:23])([F:22])[F:21])=[N:9]1.[CH3:24][S:25]([C:28]1[CH:29]=[C:30](B(O)O)[CH:31]=[CH:32][CH:33]=1)(=[O:27])=[O:26].CCN(CC)CC. (2) Given the product [Cl:25][C:24]1[C:19]([O:1][C:2]2[CH:11]=[C:6]([CH2:7][OH:9])[CH:5]=[C:4]([CH2:12][OH:14])[CH:3]=2)=[N:20][CH:21]=[C:22]([C:26]([F:28])([F:27])[F:29])[CH:23]=1, predict the reactants needed to synthesize it. The reactants are: [OH:1][C:2]1[CH:3]=[C:4]([C:12]([O:14]C)=O)[CH:5]=[C:6]([CH:11]=1)[C:7]([O:9]C)=O.[H-].[Na+].Cl[C:19]1[C:24]([Cl:25])=[CH:23][C:22]([C:26]([F:29])([F:28])[F:27])=[CH:21][N:20]=1.[H-].[Al+3].[Li+].[H-].[H-].[H-].O.O.O.O.O.O.O.O.O.O.S([O-])([O-])(=O)=O.[Na+].[Na+]. (3) Given the product [Br:1][CH2:2][CH2:3][CH2:4][O:5][C:12]1[CH:13]=[CH:14][C:9]([N+:6]([O-:8])=[O:7])=[CH:10][C:11]=1[O:17][CH3:18], predict the reactants needed to synthesize it. The reactants are: [Br:1][CH2:2][CH2:3][CH2:4][OH:5].[N+:6]([C:9]1[CH:10]=[C:11]([OH:17])[C:12](OC)=[CH:13][CH:14]=1)([O-:8])=[O:7].[CH2:18](P(CCCC)CCCC)CCC.N(C(N1CCCCC1)=O)=NC(N1CCCCC1)=O. (4) The reactants are: Br[C:2]1[N:3]([CH2:9][O:10][CH2:11][CH2:12][Si:13]([CH3:16])([CH3:15])[CH3:14])[CH:4]=[C:5]([C:7]#[N:8])[N:6]=1.C([Mg]Cl)(C)C.Cl[C:23]([O:25][CH2:26][CH3:27])=[O:24].C(=O)=O.CC(C)=O. Given the product [CH2:26]([O:25][C:23]([C:2]1[N:3]([CH2:9][O:10][CH2:11][CH2:12][Si:13]([CH3:16])([CH3:15])[CH3:14])[CH:4]=[C:5]([C:7]#[N:8])[N:6]=1)=[O:24])[CH3:27], predict the reactants needed to synthesize it. (5) Given the product [CH3:21][O:20][C:14]1[CH:13]=[C:12]([CH:17]=[CH:16][C:15]=1[O:18][CH3:19])[CH2:11][C:8]1[C:6]2[N:7]=[C:2]([NH2:1])[NH:3][C:4](=[O:25])[C:5]=2[NH:22][CH:9]=1, predict the reactants needed to synthesize it. The reactants are: [NH2:1][C:2]1[NH:3][C:4](=[O:25])[C:5]([N+:22]([O-])=O)=[C:6]([CH:8]([CH2:11][C:12]2[CH:17]=[CH:16][C:15]([O:18][CH3:19])=[C:14]([O:20][CH3:21])[CH:13]=2)[C:9]#N)[N:7]=1. (6) Given the product [NH2:6][C:5]1[CH:7]=[CH:8][C:2]([Br:1])=[CH:3][C:4]=1[C:11]#[C:10][C@H:12]1[CH2:16][CH2:15][CH2:14][N:13]1[C:17]([O:19][C:20]([CH3:23])([CH3:22])[CH3:21])=[O:18], predict the reactants needed to synthesize it. The reactants are: [Br:1][C:2]1[CH:8]=[CH:7][C:5]([NH2:6])=[C:4](I)[CH:3]=1.[C:10]([C@H:12]1[CH2:16][CH2:15][CH2:14][N:13]1[C:17]([O:19][C:20]([CH3:23])([CH3:22])[CH3:21])=[O:18])#[CH:11]. (7) Given the product [OH:31][C:16]1[C:22]2[C:21](=[CH:26][CH:25]=[C:24]([NH:27][C:28](=[O:30])[CH3:29])[CH:23]=2)[N:20]=[C:18]([CH3:19])[CH:17]=1, predict the reactants needed to synthesize it. The reactants are: C1(OC2C=CC=CC=2)C=CC=CC=1.CO[C:16](=[O:31])[CH:17]=[C:18]([NH:20][C:21]1[CH:26]=[CH:25][C:24]([NH:27][C:28](=[O:30])[CH3:29])=[CH:23][CH:22]=1)[CH3:19]. (8) Given the product [CH3:19][O:20][CH2:21][C:22]([NH:12][C:10]1[S:11][C:7]2[C:6]([N:13]3[CH2:18][CH2:17][O:16][CH2:15][CH2:14]3)=[CH:5][CH:4]=[C:3]([O:2][CH3:1])[C:8]=2[N:9]=1)=[O:23], predict the reactants needed to synthesize it. The reactants are: [CH3:1][O:2][C:3]1[C:8]2[N:9]=[C:10]([NH2:12])[S:11][C:7]=2[C:6]([N:13]2[CH2:18][CH2:17][O:16][CH2:15][CH2:14]2)=[CH:5][CH:4]=1.[CH3:19][O:20][CH2:21][C:22](Cl)=[O:23].